Task: Predict the reaction yield, written as a fraction of the theoretical maximum amount of product (1.0 means a 100% yield; for example, 0.34 means a 34% yield).. Dataset: Reaction yield outcomes from USPTO patents with 853,638 reactions (1) The reactants are [CH2:1]([C:8]1[C:13]([O:14][CH3:15])=[CH:12][CH:11]=[CH:10][C:9]=1[CH2:16]O)[C:2]1[CH:7]=[CH:6][CH:5]=[CH:4][CH:3]=1.C(=O)([O-])[O-].[Ba+2].S(Cl)([Cl:25])=O. The catalyst is ClCCl. The product is [Cl:25][CH2:16][C:9]1[C:8]([CH2:1][C:2]2[CH:7]=[CH:6][CH:5]=[CH:4][CH:3]=2)=[C:13]([O:14][CH3:15])[CH:12]=[CH:11][CH:10]=1. The yield is 0.865. (2) The reactants are [OH-].[Na+].[CH2:3]([N:5]([C:16]1[CH:17]=[C:18]([C:22]2[CH:27]=[CH:26][C:25](/[CH:28]=[CH:29]/[C:30]([O:32]C)=[O:31])=[CH:24][CH:23]=2)[CH:19]=[CH:20][CH:21]=1)[C:6]([NH:8][CH2:9][CH2:10][CH2:11][CH2:12][CH2:13][CH2:14][CH3:15])=[O:7])[CH3:4]. The catalyst is O1CCCC1.CO. The product is [CH2:3]([N:5]([C:16]1[CH:17]=[C:18]([C:22]2[CH:27]=[CH:26][C:25](/[CH:28]=[CH:29]/[C:30]([OH:32])=[O:31])=[CH:24][CH:23]=2)[CH:19]=[CH:20][CH:21]=1)[C:6]([NH:8][CH2:9][CH2:10][CH2:11][CH2:12][CH2:13][CH2:14][CH3:15])=[O:7])[CH3:4]. The yield is 0.770. (3) The reactants are [Si:1]([O:8][C@@H:9]1[C@H:13]([CH2:14][O:15][Si:16]([C:19]([CH3:22])([CH3:21])[CH3:20])([CH3:18])[CH3:17])[CH2:12][C@@H:11]([O:23][C:24]2[CH:29]=[C:28](Cl)[N:27]=[CH:26][N:25]=2)[CH2:10]1)([C:4]([CH3:7])([CH3:6])[CH3:5])([CH3:3])[CH3:2].[C:31]1(B(O)O)[CH:36]=[CH:35][CH:34]=[CH:33][CH:32]=1. The catalyst is O.C1C=CC([P]([Pd]([P](C2C=CC=CC=2)(C2C=CC=CC=2)C2C=CC=CC=2)([P](C2C=CC=CC=2)(C2C=CC=CC=2)C2C=CC=CC=2)[P](C2C=CC=CC=2)(C2C=CC=CC=2)C2C=CC=CC=2)(C2C=CC=CC=2)C2C=CC=CC=2)=CC=1. The product is [Si:1]([O:8][C@@H:9]1[C@H:13]([CH2:14][O:15][Si:16]([C:19]([CH3:22])([CH3:21])[CH3:20])([CH3:18])[CH3:17])[CH2:12][C@@H:11]([O:23][C:24]2[CH:29]=[C:28]([C:31]3[CH:36]=[CH:35][CH:34]=[CH:33][CH:32]=3)[N:27]=[CH:26][N:25]=2)[CH2:10]1)([C:4]([CH3:7])([CH3:6])[CH3:5])([CH3:3])[CH3:2]. The yield is 0.760. (4) The reactants are Br[C:2]1[N:7]=[C:6]([C:8]([O:10][CH3:11])=[O:9])[CH:5]=[CH:4][C:3]=1[F:12].[F:13][C:14]1[CH:15]=[C:16]([C:30]2([OH:34])[CH2:33][O:32][CH2:31]2)[CH:17]=[C:18]([F:29])[C:19]=1B1OC(C)(C)C(C)(C)O1. No catalyst specified. The product is [F:13][C:14]1[CH:15]=[C:16]([C:30]2([OH:34])[CH2:31][O:32][CH2:33]2)[CH:17]=[C:18]([F:29])[C:19]=1[C:2]1[N:7]=[C:6]([C:8]([O:10][CH3:11])=[O:9])[CH:5]=[CH:4][C:3]=1[F:12]. The yield is 0.430. (5) The reactants are [Cl:1][C:2]1[CH:3]=[CH:4][C:5]([NH:14][CH2:15][C:16]2[CH:21]=[CH:20][C:19]([O:22][CH3:23])=[CH:18][CH:17]=2)=[C:6]([CH:13]=1)[C:7](N(OC)C)=[O:8].[CH2:24]([O:26][C:27](=[O:32])[CH2:28][C:29](Cl)=[O:30])[CH3:25].CC[O-].[Na+]. The catalyst is C1C=CC=CC=1.O. The product is [CH2:24]([O:26][C:27]([C:28]1[C:29](=[O:30])[N:14]([CH2:15][C:16]2[CH:17]=[CH:18][C:19]([O:22][CH3:23])=[CH:20][CH:21]=2)[C:5]2[C:6]([C:7]=1[OH:8])=[CH:13][C:2]([Cl:1])=[CH:3][CH:4]=2)=[O:32])[CH3:25]. The yield is 0.430. (6) The yield is 0.440. The product is [NH2:17][C:16]1[N:15]=[CH:14][N:13]=[C:12]2[N:8]([C:5]3[CH:4]=[C:3]([NH:26][S:22]([CH2:18][CH2:19][CH2:20][CH3:21])(=[O:24])=[O:23])[CH:2]=[CH:7][CH:6]=3)[N:9]=[CH:10][C:11]=12. The catalyst is CO. The reactants are N[C:2]1[CH:7]=[CH:6][C:5]([N:8]2[C:12]3=[N:13][CH:14]=[N:15][C:16]([NH2:17])=[C:11]3[CH:10]=[N:9]2)=[CH:4][CH:3]=1.[CH2:18]([S:22](Cl)(=[O:24])=[O:23])[CH2:19][CH2:20][CH3:21].[N:26]1C=CC=CC=1.CN(C=O)C. (7) The reactants are [NH:1]1[CH2:4][CH:3]([NH:5][C:6](=[O:12])[O:7][C:8]([CH3:11])([CH3:10])[CH3:9])[CH2:2]1.[Cl:13][C:14]1[CH:19]=[CH:18][C:17](I)=[CH:16][N:15]=1. No catalyst specified. The product is [Cl:13][C:14]1[N:15]=[CH:16][C:17]([N:1]2[CH2:4][CH:3]([NH:5][C:6](=[O:12])[O:7][C:8]([CH3:9])([CH3:11])[CH3:10])[CH2:2]2)=[CH:18][CH:19]=1. The yield is 0.470.